The task is: Predict the reactants needed to synthesize the given product.. This data is from Full USPTO retrosynthesis dataset with 1.9M reactions from patents (1976-2016). Given the product [CH:1]1([CH2:4][N:5]2[C:9]([C:10]3[CH:11]=[C:12]([CH:16]=[C:17]([C:19]4[CH:24]=[CH:23][C:22]([CH3:25])=[CH:21][N:20]=4)[CH:18]=3)[C:13]([NH:34][CH2:33][C:30]3[CH:29]=[N:28][C:27]([CH3:26])=[CH:32][N:31]=3)=[O:14])=[CH:8][CH:7]=[N:6]2)[CH2:3][CH2:2]1, predict the reactants needed to synthesize it. The reactants are: [CH:1]1([CH2:4][N:5]2[C:9]([C:10]3[CH:11]=[C:12]([CH:16]=[C:17]([C:19]4[CH:24]=[CH:23][C:22]([CH3:25])=[CH:21][N:20]=4)[CH:18]=3)[C:13](O)=[O:14])=[CH:8][CH:7]=[N:6]2)[CH2:3][CH2:2]1.[CH3:26][C:27]1[N:28]=[CH:29][C:30]([CH2:33][NH2:34])=[N:31][CH:32]=1.CCN=C=NCCCN(C)C.C1C=CC2N(O)N=NC=2C=1.CN1CCOCC1.